This data is from Catalyst prediction with 721,799 reactions and 888 catalyst types from USPTO. The task is: Predict which catalyst facilitates the given reaction. Reactant: [CH3:1][O:2][C:3]1[CH:4]=[C:5]([C:11]#[C:12][C:13]2[C:21]3[C:20]([NH2:22])=[N:19][CH:18]=[N:17][C:16]=3[N:15]([C@H:23]3[CH2:27][CH2:26][NH:25][CH2:24]3)[CH:14]=2)[CH:6]=[C:7]([O:9][CH3:10])[CH:8]=1.CCN(C(C)C)C(C)C.[Br:37][CH2:38][CH:39]=[CH:40][C:41](Cl)=[O:42].C(=O)(O)[O-].[Na+]. Product: [NH2:22][C:20]1[C:21]2[C:13]([C:12]#[C:11][C:5]3[CH:4]=[C:3]([O:2][CH3:1])[CH:8]=[C:7]([O:9][CH3:10])[CH:6]=3)=[CH:14][N:15]([C@H:23]3[CH2:27][CH2:26][N:25]([C:41](=[O:42])[CH:40]=[CH:39][CH2:38][Br:37])[CH2:24]3)[C:16]=2[N:17]=[CH:18][N:19]=1. The catalyst class is: 22.